This data is from Full USPTO retrosynthesis dataset with 1.9M reactions from patents (1976-2016). The task is: Predict the reactants needed to synthesize the given product. (1) Given the product [O:27]1[C:31]2[CH:32]=[CH:33][C:34]([CH2:36][N:37]3[CH2:38][CH2:39][N:40]([C:16]([C@@H:9]4[CH2:10][C:11](=[N:13][O:14][CH3:15])[CH2:12][N:8]4[C:6]([NH:19][CH2:22][CH2:23][CH2:24][CH2:25][CH3:26])=[O:7])=[O:18])[CH2:41][CH2:42]3)=[CH:35][C:30]=2[O:29][CH2:28]1, predict the reactants needed to synthesize it. The reactants are: C(O[C:6]([N:8]1[CH2:12][C:11](=[N:13][O:14][CH3:15])[CH2:10][C@H:9]1[C:16]([OH:18])=O)=[O:7])(C)(C)C.[N:19]([CH2:22][CH2:23][CH2:24][CH2:25][CH3:26])=C=O.[O:27]1[C:31]2[CH:32]=[CH:33][C:34]([CH2:36][N:37]3[CH2:42][CH2:41][NH:40][CH2:39][CH2:38]3)=[CH:35][C:30]=2[O:29][CH2:28]1. (2) Given the product [CH3:11][N:12]1[CH2:17][CH2:16][CH:15]=[C:14]([CH:18]=[O:19])[CH2:13]1, predict the reactants needed to synthesize it. The reactants are: C(Cl)(=O)C(Cl)=O.CS(C)=O.[CH3:11][N:12]1[CH2:17][CH2:16][CH:15]=[C:14]([CH2:18][OH:19])[CH2:13]1.C(N(CC)CC)C. (3) Given the product [NH:28]1[C:27]2[CH:31]=[CH:23][C:24]([C:15]3[CH:14]=[C:13]([Cl:21])[CH:18]=[CH:17][C:16]=3[OH:19])=[CH:25][C:26]=2[N:30]=[CH:29]1, predict the reactants needed to synthesize it. The reactants are: BrC1N2C=NC=C2C(=O)N(C[C:13]2[CH:18]=[CH:17][C:16]([O:19]C)=[CH:15][CH:14]=2)C=1.[ClH:21].Br[C:23]1[CH:24]=[CH:25][C:26]2[N:30]=[CH:29][NH:28][C:27]=2[CH:31]=1. (4) The reactants are: [C:1]([C:3]1([OH:10])[CH2:8][CH2:7][CH2:6][CH:5]([CH3:9])[CH2:4]1)#[CH:2].[CH3:11][CH2:12][NH:13][C:14]([C@H:16]1[O:20][C@@H:19]([N:21]2[C:25]3[N:26]=[C:27](I)[N:28]=[C:29]([NH2:30])[C:24]=3[N:23]=[CH:22]2)[CH:18]([OH:32])[C@H:17]1[OH:33])=[O:15]. Given the product [CH2:12]([NH:13][C:14]([CH:16]1[CH:17]([OH:33])[CH:18]([OH:32])[CH:19]([N:21]2[CH:22]=[N:23][C:24]3[C:25]2=[N:26][C:27]([C:2]#[C:1][C:3]2([OH:10])[CH2:8][CH2:7][CH2:6][CH:5]([CH3:9])[CH2:4]2)=[N:28][C:29]=3[NH2:30])[O:20]1)=[O:15])[CH3:11], predict the reactants needed to synthesize it. (5) Given the product [C:1]([O:4][CH2:5][C:6]1[N:11]2[N:12]=[C:13]([C:15]([F:17])([F:18])[F:16])[CH:14]=[C:10]2[C:9]([CH:19]=[O:20])=[CH:8][CH:7]=1)(=[O:3])[CH3:2], predict the reactants needed to synthesize it. The reactants are: [C:1]([O:4][CH2:5][C:6]1[N:11]2[N:12]=[C:13]([C:15]([F:18])([F:17])[F:16])[CH:14]=[C:10]2[C:9]([CH:19]2OCCC[O:20]2)=[CH:8][CH:7]=1)(=[O:3])[CH3:2].O.C1(C)C=CC(S(O)(=O)=O)=CC=1.